From a dataset of Catalyst prediction with 721,799 reactions and 888 catalyst types from USPTO. Predict which catalyst facilitates the given reaction. (1) Reactant: [NH2:1][CH2:2][C:3]1[CH:4]=[C:5]2[C:9](=[CH:10][CH:11]=1)[C:8](=[O:12])[N:7]([CH:13]1[CH2:18][CH2:17][C:16](=[O:19])[NH:15][C:14]1=[O:20])[CH2:6]2.[N:21]([C:24]1[CH:29]=[C:28]([CH3:30])[CH:27]=[C:26]([CH3:31])[CH:25]=1)=[C:22]=[O:23].Cl. Product: [CH3:31][C:26]1[CH:25]=[C:24]([NH:21][C:22]([NH:1][CH2:2][C:3]2[CH:4]=[C:5]3[C:9](=[CH:10][CH:11]=2)[C:8](=[O:12])[N:7]([CH:13]2[CH2:18][CH2:17][C:16](=[O:19])[NH:15][C:14]2=[O:20])[CH2:6]3)=[O:23])[CH:29]=[C:28]([CH3:30])[CH:27]=1. The catalyst class is: 10. (2) The catalyst class is: 5. Reactant: [CH3:1][O:2][CH2:3][O:4][CH:5]1[C:9]2[NH:10][N:11]=[C:12]([C:13](OCC)=[O:14])[C:8]=2[C@H:7]2[CH2:18][C@@H:6]12.[NH3:19]. Product: [CH3:1][O:2][CH2:3][O:4][CH:5]1[C:9]2[NH:10][N:11]=[C:12]([C:13]([NH2:19])=[O:14])[C:8]=2[C@H:7]2[CH2:18][C@@H:6]12. (3) Reactant: Cl[CH2:2][C:3]([NH:5][C:6]1[CH:27]=[CH:26][C:9]2[N:10]=[C:11]([NH:14][CH:15]3[C:23]4[C:18](=[CH:19][CH:20]=[CH:21][C:22]=4[O:24][CH3:25])[CH2:17][CH2:16]3)[O:12][CH2:13][C:8]=2[CH:7]=1)=[O:4].[CH3:28][O:29][CH2:30][CH:31]1[CH2:36][NH:35][CH2:34][CH2:33][N:32]1[CH3:37].C(N(C(C)C)CC)(C)C. Product: [CH3:25][O:24][C:22]1[CH:21]=[CH:20][CH:19]=[C:18]2[C:23]=1[CH:15]([NH:14][C:11]1[O:12][CH2:13][C:8]3[CH:7]=[C:6]([NH:5][C:3](=[O:4])[CH2:2][N:35]4[CH2:34][CH2:33][N:32]([CH3:37])[CH:31]([CH2:30][O:29][CH3:28])[CH2:36]4)[CH:27]=[CH:26][C:9]=3[N:10]=1)[CH2:16][CH2:17]2. The catalyst class is: 10. (4) Reactant: O=C1C2C(=CC=CC=2)C(=O)[N:3]1[CH:12]1[CH2:17][CH2:16][N:15]([C:18]([O:20][C:21]([CH3:24])([CH3:23])[CH3:22])=[O:19])[CH2:14][CH2:13]1.C(O)C.O.NN.[ClH:31].O1CCOCC1. Product: [ClH:31].[NH2:3][CH:12]1[CH2:13][CH2:14][N:15]([C:18]([O:20][C:21]([CH3:24])([CH3:23])[CH3:22])=[O:19])[CH2:16][CH2:17]1. The catalyst class is: 757.